Dataset: Forward reaction prediction with 1.9M reactions from USPTO patents (1976-2016). Task: Predict the product of the given reaction. (1) Given the reactants Br[C:2]1[CH:7]=[CH:6][CH:5]=[CH:4][C:3]=1[C:8](=[O:28])[CH2:9][CH2:10][C:11]1[N:12]=[C:13]([C:16]2[CH:21]=[CH:20][C:19]([O:22][CH2:23][CH3:24])=[C:18]([O:25][CH2:26][CH3:27])[CH:17]=2)[S:14][CH:15]=1.O.C(OCC)(=O)C.[CH3:36][N:37](C=O)C, predict the reaction product. The product is: [CH2:26]([O:25][C:18]1[CH:17]=[C:16]([C:13]2[S:14][CH:15]=[C:11]([CH2:10][CH2:9][C:8]([C:3]3[CH:4]=[CH:5][CH:6]=[CH:7][C:2]=3[C:36]#[N:37])=[O:28])[N:12]=2)[CH:21]=[CH:20][C:19]=1[O:22][CH2:23][CH3:24])[CH3:27]. (2) The product is: [OH:45][C:42]1([CH2:41][CH2:40][CH2:39][O:1][C:2]2[CH:11]=[C:10]3[C:5]([C:6]([O:12][C:13]4[CH:14]=[CH:15][C:16]([N:19]([C:28]5[CH:29]=[CH:30][CH:31]=[CH:32][CH:33]=5)[C:20]([C:22]5([C:25]([NH2:27])=[O:26])[CH2:24][CH2:23]5)=[O:21])=[N:17][CH:18]=4)=[CH:7][CH:8]=[N:9]3)=[CH:4][CH:3]=2)[CH2:44][CH2:43]1. Given the reactants [OH:1][C:2]1[CH:11]=[C:10]2[C:5]([C:6]([O:12][C:13]3[CH:14]=[CH:15][C:16]([N:19]([C:28]4[CH:33]=[CH:32][CH:31]=[CH:30][CH:29]=4)[C:20]([C:22]4([C:25]([NH2:27])=[O:26])[CH2:24][CH2:23]4)=[O:21])=[N:17][CH:18]=3)=[CH:7][CH:8]=[N:9]2)=[CH:4][CH:3]=1.CS(O[CH2:39][CH2:40][CH2:41][C:42]1([OH:45])[CH2:44][CH2:43]1)(=O)=O.C([O-])([O-])=O.[Cs+].[Cs+], predict the reaction product. (3) Given the reactants [CH3:1][N:2]1[C:6]([N:7]2[CH2:13][CH:12]3O[CH:9]([CH2:10][CH2:11]3)[CH2:8]2)=[C:5]([N+:15]([O-:17])=[O:16])[CH:4]=[N:3]1.Cl.[CH3:19]CCCCCCC, predict the reaction product. The product is: [CH3:1][N:2]1[C:6]([N:7]2[CH2:13][CH:12]3[CH2:19][CH:9]([CH2:10][CH2:11]3)[CH2:8]2)=[C:5]([N+:15]([O-:17])=[O:16])[CH:4]=[N:3]1. (4) Given the reactants C(OC(=O)[NH:10][CH2:11][CH2:12][CH2:13][CH2:14][C@H:15]([NH:27][C:28]([CH:30]1[C:39]2[C:34](=[CH:35][CH:36]=[CH:37][CH:38]=2)[CH2:33][CH2:32][CH2:31]1)=[O:29])[C:16]([C:18]1[S:19][C:20]2[CH:26]=[CH:25][CH:24]=[CH:23][C:21]=2[N:22]=1)=[O:17])C1C=CC=CC=1.Br.CC(O)=O, predict the reaction product. The product is: [NH2:10][CH2:11][CH2:12][CH2:13][CH2:14][C@H:15]([NH:27][C:28]([CH:30]1[C:39]2[C:34](=[CH:35][CH:36]=[CH:37][CH:38]=2)[CH2:33][CH2:32][CH2:31]1)=[O:29])[C:16]([C:18]1[S:19][C:20]2[CH:26]=[CH:25][CH:24]=[CH:23][C:21]=2[N:22]=1)=[O:17]. (5) Given the reactants [Cl:1][C:2]1[N:7]=[C:6]([C:8]2[S:12][C:11]([CH:13]([CH3:15])[CH3:14])=[N:10][C:9]=2[C:16]2[CH:17]=[CH:18][C:19]([F:23])=[C:20]([CH:22]=2)[NH2:21])[CH:5]=[CH:4][N:3]=1.N1C=CC=CC=1.[F:30][C:31]1[CH:36]=[C:35]([F:37])[CH:34]=[CH:33][C:32]=1[S:38](Cl)(=[O:40])=[O:39], predict the reaction product. The product is: [Cl:1][C:2]1[N:7]=[C:6]([C:8]2[S:12][C:11]([CH:13]([CH3:15])[CH3:14])=[N:10][C:9]=2[C:16]2[CH:17]=[CH:18][C:19]([F:23])=[C:20]([NH:21][S:38]([C:32]3[CH:33]=[CH:34][C:35]([F:37])=[CH:36][C:31]=3[F:30])(=[O:40])=[O:39])[CH:22]=2)[CH:5]=[CH:4][N:3]=1. (6) Given the reactants [F:1][C:2]1[CH:8]=[CH:7][C:5]([NH2:6])=[CH:4][C:3]=1[CH3:9].[C:10]([O:14][C:15]([N:17]1[CH:21]([CH3:22])[CH2:20][CH:19]([C:23](O)=[O:24])[CH2:18]1)=[O:16])([CH3:13])([CH3:12])[CH3:11].CCN(C(C)C)C(C)C.CN(C(ON1N=NC2C=CC=NC1=2)=[N+](C)C)C.F[P-](F)(F)(F)(F)F, predict the reaction product. The product is: [F:1][C:2]1[CH:8]=[CH:7][C:5]([NH:6][C:23]([CH:19]2[CH2:18][N:17]([C:15]([O:14][C:10]([CH3:13])([CH3:12])[CH3:11])=[O:16])[CH:21]([CH3:22])[CH2:20]2)=[O:24])=[CH:4][C:3]=1[CH3:9]. (7) Given the reactants [OH:1][C@H:2]1[CH2:6][N:5]([C:7]([O:9][C:10]([CH3:13])([CH3:12])[CH3:11])=[O:8])[C@H:4]([C:14]([OH:16])=[O:15])[CH2:3]1.[C:17](O[K])(C)(C)C.[Br:23][C:24]1[CH:33]=[C:32]2[C:27]([CH:28]=[CH:29][N:30]=[C:31]2Cl)=[CH:26][CH:25]=1.C[Si](C=[N+]=[N-])(C)C, predict the reaction product. The product is: [Br:23][C:24]1[CH:33]=[C:32]2[C:27]([CH:28]=[CH:29][N:30]=[C:31]2[O:1][C@H:2]2[CH2:6][N:5]([C:7]([O:9][C:10]([CH3:11])([CH3:12])[CH3:13])=[O:8])[C@H:4]([C:14]([O:16][CH3:17])=[O:15])[CH2:3]2)=[CH:26][CH:25]=1. (8) Given the reactants C(OC([N:11]1[CH2:16][CH2:15][N:14]([C:17]2[C:26]3[C:21](=[CH:22][C:23]([CH3:27])=[CH:24][CH:25]=3)[N:20]=[C:19]([C:28]3[CH:33]=[CH:32][CH:31]=[CH:30][C:29]=3[OH:34])[N:18]=2)[CH:13]([CH2:35][OH:36])[CH2:12]1)=O)C1C=CC=CC=1, predict the reaction product. The product is: [OH:36][CH2:35][CH:13]1[CH2:12][NH:11][CH2:16][CH2:15][N:14]1[C:17]1[C:26]2[C:21](=[CH:22][C:23]([CH3:27])=[CH:24][CH:25]=2)[N:20]=[C:19]([C:28]2[CH:33]=[CH:32][CH:31]=[CH:30][C:29]=2[OH:34])[N:18]=1. (9) Given the reactants [H-].[Na+].[Br:3][C:4]1[CH:5]=[C:6](/[C:10](=[N:16]/[OH:17])/[C:11]([O:13][CH2:14][CH3:15])=[O:12])[CH:7]=[CH:8][CH:9]=1.Cl[CH2:19][C:20]1[CH:39]=[CH:38][C:23]([O:24][CH2:25][C:26]2[N:27]=[C:28]([C:32]3[CH:37]=[CH:36][CH:35]=[CH:34][CH:33]=3)[O:29][C:30]=2[CH3:31])=[CH:22][CH:21]=1.Cl.C(=O)(O)[O-].[Na+], predict the reaction product. The product is: [Br:3][C:4]1[CH:5]=[C:6](/[C:10](=[N:16]/[O:17][CH2:19][C:20]2[CH:21]=[CH:22][C:23]([O:24][CH2:25][C:26]3[N:27]=[C:28]([C:32]4[CH:37]=[CH:36][CH:35]=[CH:34][CH:33]=4)[O:29][C:30]=3[CH3:31])=[CH:38][CH:39]=2)/[C:11]([O:13][CH2:14][CH3:15])=[O:12])[CH:7]=[CH:8][CH:9]=1. (10) Given the reactants [C:1]([O:5][C:6]([N:8]1[CH2:13][CH2:12][N:11]([C:14]2C(=O)N(CC(C)C)N=C(C3C=CC(C)=C(F)C=3)C=2C)[CH2:10][CH2:9]1)=[O:7])([CH3:4])([CH3:3])[CH3:2].[Cl:34][C:35]1[CH:36]=[C:37]([C:43]2[C:44](C)=[C:45](OS(C)(=O)=O)[C:46](=[O:53])[N:47]([CH2:49][CH:50]([CH3:52])[CH3:51])[N:48]=2)[CH:38]=[CH:39][C:40]=1[O:41][CH3:42].N1(C(OC(C)(C)C)=O)CCNCC1, predict the reaction product. The product is: [C:1]([O:5][C:6]([N:8]1[CH2:13][CH2:12][N:11]([CH2:14][C:45]2[C:46](=[O:53])[N:47]([CH2:49][CH:50]([CH3:51])[CH3:52])[N:48]=[C:43]([C:37]3[CH:38]=[CH:39][C:40]([O:41][CH3:42])=[C:35]([Cl:34])[CH:36]=3)[CH:44]=2)[CH2:10][CH2:9]1)=[O:7])([CH3:4])([CH3:3])[CH3:2].